This data is from Peptide-MHC class I binding affinity with 185,985 pairs from IEDB/IMGT. The task is: Regression. Given a peptide amino acid sequence and an MHC pseudo amino acid sequence, predict their binding affinity value. This is MHC class I binding data. (1) The peptide sequence is AVINTTCNY. The MHC is HLA-A02:02 with pseudo-sequence HLA-A02:02. The binding affinity (normalized) is 0.0608. (2) The peptide sequence is QILDNAAKY. The MHC is HLA-A68:01 with pseudo-sequence HLA-A68:01. The binding affinity (normalized) is 0. (3) The peptide sequence is QSPGGLDKGLS. The MHC is Mamu-A01 with pseudo-sequence Mamu-A01. The binding affinity (normalized) is 0.383.